Dataset: NCI-60 drug combinations with 297,098 pairs across 59 cell lines. Task: Regression. Given two drug SMILES strings and cell line genomic features, predict the synergy score measuring deviation from expected non-interaction effect. (1) Drug 1: COCCOC1=C(C=C2C(=C1)C(=NC=N2)NC3=CC=CC(=C3)C#C)OCCOC.Cl. Drug 2: CC1C(C(CC(O1)OC2CC(CC3=C2C(=C4C(=C3O)C(=O)C5=CC=CC=C5C4=O)O)(C(=O)C)O)N)O. Cell line: MDA-MB-435. Synergy scores: CSS=67.8, Synergy_ZIP=-4.48, Synergy_Bliss=1.09, Synergy_Loewe=3.31, Synergy_HSA=5.02. (2) Drug 1: CN(CC1=CN=C2C(=N1)C(=NC(=N2)N)N)C3=CC=C(C=C3)C(=O)NC(CCC(=O)O)C(=O)O. Drug 2: CC(C)(C1=NC(=CC=C1)N2C3=NC(=NC=C3C(=O)N2CC=C)NC4=CC=C(C=C4)N5CCN(CC5)C)O. Cell line: SK-OV-3. Synergy scores: CSS=28.0, Synergy_ZIP=5.05, Synergy_Bliss=6.14, Synergy_Loewe=2.54, Synergy_HSA=6.81.